Binary Classification. Given a T-cell receptor sequence (or CDR3 region) and an epitope sequence, predict whether binding occurs between them. From a dataset of TCR-epitope binding with 47,182 pairs between 192 epitopes and 23,139 TCRs. (1) The epitope is FLNRFTTTL. The TCR CDR3 sequence is CASSLWSLAGPQEETQYF. Result: 1 (the TCR binds to the epitope). (2) The epitope is LLWNGPMAV. The TCR CDR3 sequence is CASSGTGAYEQYF. Result: 1 (the TCR binds to the epitope). (3) The epitope is RAKFKQLL. The TCR CDR3 sequence is CASSPLWVAGGRETQYF. Result: 1 (the TCR binds to the epitope).